From a dataset of Forward reaction prediction with 1.9M reactions from USPTO patents (1976-2016). Predict the product of the given reaction. (1) The product is: [Cl:44][C:42]1[CH:43]=[C:38]2[C:39]([C:34]([NH:33][CH2:31][CH2:22][N:18]([CH3:16])[CH2:19][CH2:20][NH:21][C:8](=[O:10])[CH2:7][CH2:6][C:4]3[N:3]=[CH:2][NH:1][CH:5]=3)=[CH:35][CH:36]=[N:37]2)=[CH:40][CH:41]=1. Given the reactants [NH:1]1[CH:5]=[C:4]([CH2:6][CH2:7][C:8]([OH:10])=O)[N:3]=[CH:2]1.C1N=CN([C:16]([N:18]2[CH:22]=[N:21][CH:20]=[CH:19]2)=O)C=1.CCN(CCC[CH:31]([NH:33][C:34]1[CH:35]=[C:36](/C=C/C2C=CC=CC=2Cl)[N:37]=[C:38]2[CH:43]=[C:42]([Cl:44])[CH:41]=[CH:40][C:39]=12)C)CC, predict the reaction product. (2) Given the reactants [CH2:1]([O:8][C:9]1[CH:10]=[CH:11][C:12]([Br:17])=[C:13]([CH:16]=1)[CH:14]=[O:15])[C:2]1[CH:7]=[CH:6][CH:5]=[CH:4][CH:3]=1.[OH-].[K+].[O-:20][Mn](=O)(=O)=O.[K+], predict the reaction product. The product is: [CH2:1]([O:8][C:9]1[CH:10]=[CH:11][C:12]([Br:17])=[C:13]([CH:16]=1)[C:14]([OH:20])=[O:15])[C:2]1[CH:3]=[CH:4][CH:5]=[CH:6][CH:7]=1. (3) Given the reactants [CH3:1][N:2]1[C:6]([C:7]2[CH:8]=[C:9]([C:13]([OH:15])=O)[S:10][C:11]=2[CH3:12])=[C:5]([CH3:16])[CH:4]=[N:3]1.[NH2:17][C@@H:18]([CH2:31][C:32]1[CH:37]=[CH:36][CH:35]=[C:34]([F:38])[CH:33]=1)[CH2:19][N:20]1[C:28](=[O:29])[C:27]2[C:22](=[CH:23][CH:24]=[CH:25][CH:26]=2)[C:21]1=[O:30].CC(OC(N[C@H](C(O)=O)CC1C=CC=CC=1C(F)(F)F)=O)(C)C.C1CN([P+](Br)(N2CCCC2)N2CCCC2)CC1.F[P-](F)(F)(F)(F)F.CCN(C(C)C)C(C)C, predict the reaction product. The product is: [CH3:1][N:2]1[C:6]([C:7]2[CH:8]=[C:9]([C:13]([NH:17][C@@H:18]([CH2:31][C:32]3[CH:37]=[CH:36][CH:35]=[C:34]([F:38])[CH:33]=3)[CH2:19][N:20]3[C:28](=[O:29])[C:27]4[C:22](=[CH:23][CH:24]=[CH:25][CH:26]=4)[C:21]3=[O:30])=[O:15])[S:10][C:11]=2[CH3:12])=[C:5]([CH3:16])[CH:4]=[N:3]1. (4) Given the reactants [CH3:1][C:2]([NH:6][S:7]([C:10]1[CH:15]=[CH:14][C:13]([C:16]2[CH:21]=[CH:20][C:19]([NH:22][C:23](=[O:30])[C:24]3[CH:29]=[CH:28][CH:27]=[CH:26][CH:25]=3)=[CH:18][CH:17]=2)=[CH:12][CH:11]=1)(=[O:9])=[O:8])([C:4]#[CH:5])[CH3:3].[N:31]([Si](C)(C)C)=[N+:32]=[N-:33], predict the reaction product. The product is: [NH:31]1[C:4]([C:2]([NH:6][S:7]([C:10]2[CH:15]=[CH:14][C:13]([C:16]3[CH:21]=[CH:20][C:19]([NH:22][C:23](=[O:30])[C:24]4[CH:25]=[CH:26][CH:27]=[CH:28][CH:29]=4)=[CH:18][CH:17]=3)=[CH:12][CH:11]=2)(=[O:9])=[O:8])([CH3:1])[CH3:3])=[CH:5][N:33]=[N:32]1.